From a dataset of Reaction yield outcomes from USPTO patents with 853,638 reactions. Predict the reaction yield, written as a fraction of the theoretical maximum amount of product (1.0 means a 100% yield; for example, 0.34 means a 34% yield). (1) The reactants are [Cl:1][C:2]1[N:6]([CH3:7])[N:5]=[C:4]([C:8]2[CH:13]=[CH:12][CH:11]=[CH:10][N:9]=2)[C:3]=1/[C:14](/[C:20]1[CH:25]=[CH:24][C:23]([Cl:26])=[CH:22][C:21]=1[CH3:27])=[CH:15]\[CH2:16][C:17]([O-:19])=[O:18].[CH3:28][C:29]([NH3+:32])([CH3:31])[CH3:30]. The catalyst is C1CC=CCCC=C1.C1CC=CCCC=C1.[Cl-].[Cl-].[Rh].[Rh]. The product is [Cl:1][C:2]1[N:6]([CH3:7])[N:5]=[C:4]([C:8]2[CH:13]=[CH:12][CH:11]=[CH:10][N:9]=2)[C:3]=1[CH:14]([C:20]1[CH:25]=[CH:24][C:23]([Cl:26])=[CH:22][C:21]=1[CH3:27])[CH2:15][CH2:16][C:17]([O-:19])=[O:18].[CH3:28][C:29]([NH3+:32])([CH3:31])[CH3:30]. The yield is 1.00. (2) The reactants are [C:1]([C:4]1[CH:5]=[CH:6][C:7]2[O:11][C:10]([C:12]([OH:14])=O)=[C:9]([CH3:15])[C:8]=2[C:16]=1[O:17][CH3:18])(=[O:3])[CH3:2].C(Cl)(=O)C(Cl)=O.CN(C=O)C.[CH3:30][O:31][C:32](=[O:54])[C@@H:33]([NH:37][S:38]([C:41]1[CH:46]=[CH:45][C:44]([C:47]2[CH:52]=[CH:51][C:50]([NH2:53])=[CH:49][CH:48]=2)=[CH:43][CH:42]=1)(=[O:40])=[O:39])[CH:34]([CH3:36])[CH3:35]. The catalyst is N1C=CC=CC=1. The product is [CH3:30][O:31][C:32](=[O:54])[C@@H:33]([NH:37][S:38]([C:41]1[CH:46]=[CH:45][C:44]([C:47]2[CH:48]=[CH:49][C:50]([NH:53][C:12]([C:10]3[O:11][C:7]4[CH:6]=[CH:5][C:4]([C:1](=[O:3])[CH3:2])=[C:16]([O:17][CH3:18])[C:8]=4[C:9]=3[CH3:15])=[O:14])=[CH:51][CH:52]=2)=[CH:43][CH:42]=1)(=[O:40])=[O:39])[CH:34]([CH3:36])[CH3:35]. The yield is 0.310.